Dataset: Catalyst prediction with 721,799 reactions and 888 catalyst types from USPTO. Task: Predict which catalyst facilitates the given reaction. (1) Reactant: [Br:1][C:2]1[C:7]([CH3:8])=[CH:6][C:5]([CH2:9][CH2:10][CH2:11][OH:12])=[CH:4][C:3]=1[CH3:13].[CH3:14][S:15](Cl)(=[O:17])=[O:16].O. Product: [CH3:14][S:15]([O:12][CH2:11][CH2:10][CH2:9][C:5]1[CH:6]=[C:7]([CH3:8])[C:2]([Br:1])=[C:3]([CH3:13])[CH:4]=1)(=[O:17])=[O:16]. The catalyst class is: 2. (2) Product: [C:4]1([C:49]2[CH:54]=[CH:53][CH:52]=[CH:51][CH:50]=2)[CH:3]=[CH:2][C:1]([CH2:7][C@H:8]([NH:26][C:27](=[O:28])[C:29]2[CH:34]=[CH:33][CH:32]=[C:31]([CH3:58])[CH:30]=2)[C:9](=[O:25])[NH:10][CH2:11][CH2:12][NH:13][C:14]2[CH:19]=[CH:48][C:47]([O:46][CH3:45])=[CH:16][CH:15]=2)=[CH:6][CH:5]=1. Reactant: [CH:1]1([CH2:7][C@H:8]([NH:26][C:27]([C:29]2[CH:30]=[C:31](C3C=CC=C(OC)C=3)[CH:32]=[CH:33][CH:34]=2)=[O:28])[C:9](=[O:25])[NH:10][CH2:11][CH2:12][NH:13][C:14]2[CH:19]=CC(OC(F)(F)F)=[CH:16][CH:15]=2)[CH2:6][CH2:5][CH2:4][CH2:3][CH2:2]1.O1[CH2:48][CH2:47][O:46][CH2:45]C1.[C:49]1(B(O)O)[CH:54]=[CH:53][CH:52]=[CH:51][CH:50]=1.[C:58]([O-])([O-])=O.[Na+].[Na+]. The catalyst class is: 103. (3) Reactant: [CH3:1][N:2]1[CH2:7][CH2:6][NH:5][C:4](=[O:8])[CH:3]1[C:9]1[CH:14]=[CH:13][C:12]([N+:15]([O-])=O)=[CH:11][CH:10]=1.Cl.C(=O)([O-])[O-].[K+].[K+]. Product: [NH2:15][C:12]1[CH:11]=[CH:10][C:9]([CH:3]2[N:2]([CH3:1])[CH2:7][CH2:6][NH:5][C:4]2=[O:8])=[CH:14][CH:13]=1. The catalyst class is: 679. (4) Reactant: [O:1]1[CH:5]=[CH:4][CH:3]=[C:2]1[C:6]1[NH:14][C:13]([NH2:15])=[N:12][C:11]2[C:7]=1[N:8]=[CH:9][N:10]=2.[H-].[Na+].[N+:18]([C:21]1[CH:22]=[C:23]([CH:26]=[CH:27][CH:28]=1)[CH2:24]Br)([O-:20])=[O:19].O. Product: [O:1]1[CH:5]=[CH:4][CH:3]=[C:2]1[C:6]1[N:14]=[C:13]([NH2:15])[N:12]=[C:11]2[C:7]=1[N:8]=[CH:9][N:10]2[CH2:24][C:23]1[CH:26]=[CH:27][CH:28]=[C:21]([N+:18]([O-:20])=[O:19])[CH:22]=1. The catalyst class is: 3. (5) Reactant: [NH:1]1[C:9]2[C:4](=[CH:5][C:6]([NH:10][C:11]3[CH:16]=[CH:15][N:14]=[C:13]([C:17]4[CH:18]=[C:19]([CH:25]=[CH:26][CH:27]=4)[O:20][CH2:21][C:22](O)=[O:23])[N:12]=3)=[CH:7][CH:8]=2)[CH:3]=[N:2]1.[C:28]([O:32][C:33]([N:35]1[CH2:39][CH2:38][CH:37]([NH2:40])[CH2:36]1)=[O:34])([CH3:31])([CH3:30])[CH3:29].CN(C(ON1N=NC2C=CC=NC1=2)=[N+](C)C)C.F[P-](F)(F)(F)(F)F.CCN(CC)CC. Product: [NH:1]1[C:9]2[C:4](=[CH:5][C:6]([NH:10][C:11]3[CH:16]=[CH:15][N:14]=[C:13]([C:17]4[CH:18]=[C:19]([CH:25]=[CH:26][CH:27]=4)[O:20][CH2:21][C:22]([NH:40][C@H:37]4[CH2:38][CH2:39][N:35]([C:33]([O:32][C:28]([CH3:31])([CH3:29])[CH3:30])=[O:34])[CH2:36]4)=[O:23])[N:12]=3)=[CH:7][CH:8]=2)[CH:3]=[N:2]1. The catalyst class is: 18. (6) Reactant: [C:1]([O:5][C:6](=[O:76])[CH2:7][O:8][CH2:9][CH2:10][O:11][CH2:12][CH2:13][O:14][CH2:15][CH2:16][O:17][CH2:18][CH2:19][O:20][CH2:21][CH2:22][O:23][C:24]1[CH:29]=[C:28]([O:30][CH2:31][CH2:32][O:33][CH2:34][CH2:35][O:36][CH2:37][CH2:38][O:39][CH2:40][CH2:41][O:42][CH2:43][CH2:44][O:45]CC2C=CC=CC=2)[CH:27]=[C:26]([O:53][CH2:54][CH2:55][O:56][CH2:57][CH2:58][O:59][CH2:60][CH2:61][O:62][CH2:63][CH2:64][O:65][CH2:66][CH2:67][O:68]CC2C=CC=CC=2)[CH:25]=1)([CH3:4])([CH3:3])[CH3:2].[H][H].C(OCC)(=O)C. Product: [C:1]([O:5][C:6](=[O:76])[CH2:7][O:8][CH2:9][CH2:10][O:11][CH2:12][CH2:13][O:14][CH2:15][CH2:16][O:17][CH2:18][CH2:19][O:20][CH2:21][CH2:22][O:23][C:24]1[CH:25]=[C:26]([O:53][CH2:54][CH2:55][O:56][CH2:57][CH2:58][O:59][CH2:60][CH2:61][O:62][CH2:63][CH2:64][O:65][CH2:66][CH2:67][OH:68])[CH:27]=[C:28]([O:30][CH2:31][CH2:32][O:33][CH2:34][CH2:35][O:36][CH2:37][CH2:38][O:39][CH2:40][CH2:41][O:42][CH2:43][CH2:44][OH:45])[CH:29]=1)([CH3:2])([CH3:4])[CH3:3]. The catalyst class is: 293. (7) Product: [Br:1][C:2]1[CH:3]=[C:4]([C:7]2[O:8][C:12]3[CH:13]=[CH:14][CH:15]=[CH:16][C:11]=3[N:10]=2)[O:5][CH:6]=1. Reactant: [Br:1][C:2]1[CH:3]=[C:4]([C:7](Cl)=[O:8])[O:5][CH:6]=1.[NH2:10][C:11]1[CH:16]=[CH:15][CH:14]=[CH:13][C:12]=1O.[OH-].[Na+]. The catalyst class is: 12. (8) Product: [CH3:8][CH:7]([CH3:9])[CH2:6][C@H:4]([N:5]1[CH2:18][CH:17]=[CH:16][CH2:15]1)[C:3]([O:2][CH3:1])=[O:10]. Reactant: [CH3:1][O:2][C:3](=[O:10])[C@H:4]([CH2:6][CH:7]([CH3:9])[CH3:8])[NH2:5].ClCCl.Cl[CH2:15]/[CH:16]=[CH:17]\[CH2:18]Cl. The catalyst class is: 195. (9) Product: [NH2:15][C:13]1[N:12]=[C:11]2[C:7]([N:8]=[CH:9][N:10]2[C:17]([O:19][CH2:20][C:21]2[CH:26]=[CH:25][CH:24]=[CH:23][CH:22]=2)=[O:18])=[C:6]([C:2]2[O:1][CH:5]=[CH:4][CH:3]=2)[N:14]=1. The catalyst class is: 241. Reactant: [O:1]1[CH:5]=[CH:4][CH:3]=[C:2]1[C:6]1[NH:14][C:13]([NH2:15])=[N:12][C:11]2[C:7]=1[N:8]=[CH:9][N:10]=2.Cl[C:17]([O:19][CH2:20][C:21]1[CH:26]=[CH:25][CH:24]=[CH:23][CH:22]=1)=[O:18].C(N(CC)CC)C.O.